Dataset: TCR-epitope binding with 47,182 pairs between 192 epitopes and 23,139 TCRs. Task: Binary Classification. Given a T-cell receptor sequence (or CDR3 region) and an epitope sequence, predict whether binding occurs between them. (1) The epitope is FVDGVPFVV. The TCR CDR3 sequence is CASSYSMGNEQFF. Result: 1 (the TCR binds to the epitope). (2) The epitope is YLNTLTLAV. The TCR CDR3 sequence is CASSIGQYEQYF. Result: 0 (the TCR does not bind to the epitope). (3) The epitope is FVDGVPFVV. The TCR CDR3 sequence is CASSLVGTGNTIYF. Result: 1 (the TCR binds to the epitope).